Task: Predict the reactants needed to synthesize the given product.. Dataset: Full USPTO retrosynthesis dataset with 1.9M reactions from patents (1976-2016) Given the product [CH:22]([C:18]1[CH:19]=[CH:20][CH:21]=[C:4]([CH:1]([CH3:3])[CH3:2])[C:5]=1[O:6][C:7]([C:9]1[CH:17]=[CH:16][CH:15]=[CH:14][C:10]=1[C:11]([NH:34][CH2:33][CH2:32][C:31]([OH:35])=[O:30])=[O:12])=[O:8])([CH3:24])[CH3:23], predict the reactants needed to synthesize it. The reactants are: [CH:1]([C:4]1[CH:21]=[CH:20][CH:19]=[C:18]([CH:22]([CH3:24])[CH3:23])[C:5]=1[O:6][C:7]([C:9]1[CH:17]=[CH:16][CH:15]=[CH:14][C:10]=1[C:11](O)=[O:12])=[O:8])([CH3:3])[CH3:2].Cl.C([O:30][C:31](=[O:35])[CH2:32][CH2:33][NH2:34])(C)(C)C.C(N(C(C)C)CC)(C)C.F[P-](F)(F)(F)(F)F.N1(OC(N(C)C)=[N+](C)C)C2C=CC=CC=2N=N1.